This data is from Full USPTO retrosynthesis dataset with 1.9M reactions from patents (1976-2016). The task is: Predict the reactants needed to synthesize the given product. (1) Given the product [N+:1]([C:4]1[CH:5]=[CH:6][C:7]2[O:12][C@:11]([CH3:18])([CH:13]([O:16][CH3:17])[O:14][CH3:15])[C@H:10]([OH:19])[C@@H:9]([N:28]([C:25]3[CH:26]=[CH:27][C:22]([F:21])=[CH:23][CH:24]=3)[CH2:29][C:30]3[N:31]=[N:32][N:33]([CH3:35])[N:34]=3)[C:8]=2[CH:20]=1)([O-:3])=[O:2], predict the reactants needed to synthesize it. The reactants are: [N+:1]([C:4]1[CH:5]=[CH:6][C:7]2[O:12][C@:11]([CH3:18])([CH:13]([O:16][CH3:17])[O:14][CH3:15])[C@@H:10]3[O:19][C@@H:9]3[C:8]=2[CH:20]=1)([O-:3])=[O:2].[F:21][C:22]1[CH:27]=[CH:26][C:25]([NH:28][CH2:29][C:30]2[N:31]=[N:32][N:33]([CH3:35])[N:34]=2)=[CH:24][CH:23]=1. (2) Given the product [CH2:14]([N:11]1[C:6]2=[N:7][C:8]([CH2:9][CH3:10])=[C:3]([CH2:2][NH:1][C:58](=[O:59])[C:57]3[CH:61]=[CH:62][CH:63]=[C:55]([S:52]([NH:51][CH2:50][C:45]4[CH:44]=[C:43]([C:39]5[CH:40]=[CH:41][CH:42]=[C:37]([CH2:36][N:33]6[CH2:34][CH2:35][NH:30][CH2:31][CH2:32]6)[CH:38]=5)[C:48]([F:49])=[CH:47][CH:46]=4)(=[O:54])=[O:53])[CH:56]=3)[C:4]([NH:16][CH:17]3[CH2:18][CH2:19][O:20][CH2:21][CH2:22]3)=[C:5]2[CH:13]=[N:12]1)[CH3:15], predict the reactants needed to synthesize it. The reactants are: [NH2:1][CH2:2][C:3]1[C:8]([CH2:9][CH3:10])=[N:7][C:6]2[N:11]([CH2:14][CH3:15])[N:12]=[CH:13][C:5]=2[C:4]=1[NH:16][CH:17]1[CH2:22][CH2:21][O:20][CH2:19][CH2:18]1.CC(OC([N:30]1[CH2:35][CH2:34][N:33]([CH2:36][C:37]2[CH:38]=[C:39]([C:43]3[C:48]([F:49])=[CH:47][CH:46]=[C:45]([CH2:50][NH:51][S:52]([C:55]4[CH:56]=[C:57]([CH:61]=[CH:62][CH:63]=4)[C:58](O)=[O:59])(=[O:54])=[O:53])[CH:44]=3)[CH:40]=[CH:41][CH:42]=2)[CH2:32][CH2:31]1)=O)(C)C.CN(C(ON1N=NC2C=CC=CC1=2)=[N+](C)C)C.F[P-](F)(F)(F)(F)F.CCN(CC)CC.